Dataset: Full USPTO retrosynthesis dataset with 1.9M reactions from patents (1976-2016). Task: Predict the reactants needed to synthesize the given product. (1) Given the product [CH3:5][C:3]1([OH:4])[CH2:6][CH2:7][CH:8]=[CH:9]1.[CH2:1]=[CH:2][C:3]([CH2:6][CH2:7][CH:8]=[C:9]([CH3:11])[CH3:10])([CH3:5])[OH:4], predict the reactants needed to synthesize it. The reactants are: [CH2:1]=[CH:2][C:3]([CH2:6][CH2:7][CH:8]=[C:9]([CH3:11])[CH3:10])([CH3:5])[OH:4]. (2) Given the product [Cl:1][C:2]1[CH:3]=[C:4]([NH:9][CH2:10][C:11]([N:13]2[CH2:18][CH2:17][CH2:16][C@@H:15]([NH:19][C:20]3[C:25]([C:26]([OH:28])=[O:27])=[CH:24][N:23]=[C:22]4[NH:30][CH:31]=[CH:32][C:21]=34)[CH2:14]2)=[O:12])[CH:5]=[C:6]([Cl:8])[CH:7]=1, predict the reactants needed to synthesize it. The reactants are: [Cl:1][C:2]1[CH:3]=[C:4]([NH:9][CH2:10][C:11]([N:13]2[CH2:18][CH2:17][CH2:16][C@@H:15]([NH:19][C:20]3[C:25]([C:26]([O:28]C)=[O:27])=[CH:24][N:23]=[C:22]4[NH:30][CH:31]=[CH:32][C:21]=34)[CH2:14]2)=[O:12])[CH:5]=[C:6]([Cl:8])[CH:7]=1.[OH-].[Na+].Cl.